From a dataset of Reaction yield outcomes from USPTO patents with 853,638 reactions. Predict the reaction yield, written as a fraction of the theoretical maximum amount of product (1.0 means a 100% yield; for example, 0.34 means a 34% yield). The reactants are [Br:1][C:2]1[CH:3]=[C:4]([O:10][C:11]2[C:12]([CH3:17])=[N:13][CH:14]=[CH:15][CH:16]=2)[C:5]([C:8]#[N:9])=[N:6][CH:7]=1.[OH:18]S(O)(=O)=O.[OH-].[Na+]. The catalyst is O. The product is [Br:1][C:2]1[CH:3]=[C:4]([O:10][C:11]2[C:12]([CH3:17])=[N:13][CH:14]=[CH:15][CH:16]=2)[C:5]([C:8]([NH2:9])=[O:18])=[N:6][CH:7]=1. The yield is 0.690.